Dataset: Forward reaction prediction with 1.9M reactions from USPTO patents (1976-2016). Task: Predict the product of the given reaction. The product is: [Cl:1][C:2]1[C:7]([C:8]([C:10]2[C:15]([CH:16]=[CH2:17])=[CH:14][N:13]=[C:12]([O:18][CH3:19])[CH:11]=2)=[O:9])=[CH:6][C:5]([Cl:20])=[CH:4][N:3]=1. Given the reactants [Cl:1][C:2]1[C:7]([CH:8]([C:10]2[C:15]([CH:16]=[CH2:17])=[CH:14][N:13]=[C:12]([O:18][CH3:19])[CH:11]=2)[OH:9])=[CH:6][C:5]([Cl:20])=[CH:4][N:3]=1, predict the reaction product.